This data is from Reaction yield outcomes from USPTO patents with 853,638 reactions. The task is: Predict the reaction yield, written as a fraction of the theoretical maximum amount of product (1.0 means a 100% yield; for example, 0.34 means a 34% yield). (1) The catalyst is O1CCCC1.O. The reactants are [C:1]([Si:5]([CH3:26])([CH3:25])[O:6][C@@H:7]([C@@H:9]([CH:23]=[CH2:24])[C:10](N1[C@H](C(C)C)C(C)(C)OC1=O)=[O:11])[CH3:8])([CH3:4])([CH3:3])[CH3:2].[OH:27]O.O.[OH-].[Li+]. The yield is 0.790. The product is [C:1]([Si:5]([CH3:26])([CH3:25])[O:6][C@@H:7]([C@@H:9]([CH:23]=[CH2:24])[C:10]([OH:11])=[O:27])[CH3:8])([CH3:2])([CH3:3])[CH3:4]. (2) The catalyst is [Pd].C(O)C. The product is [C:1]([Si:5]([O:8][C:9]1[CH:10]=[CH:11][C:12]([CH:15]2[CH2:16][CH2:17][CH:18]([C:21]3[CH:26]=[CH:25][C:24]([O:27][CH2:28][O:29][CH3:30])=[CH:23][C:22]=3[O:31][CH2:32][O:33][CH3:34])[CH2:19][CH2:20]2)=[CH:13][CH:14]=1)([CH3:7])[CH3:6])([CH3:4])([CH3:3])[CH3:2]. The reactants are [C:1]([Si:5]([O:8][C:9]1[CH:14]=[CH:13][C:12]([CH:15]2[CH2:20][CH2:19][C:18]([C:21]3[CH:26]=[CH:25][C:24]([O:27][CH2:28][O:29][CH3:30])=[CH:23][C:22]=3[O:31][CH2:32][O:33][CH3:34])=[CH:17][CH2:16]2)=[CH:11][CH:10]=1)([CH3:7])[CH3:6])([CH3:4])([CH3:3])[CH3:2]. The yield is 1.00.